This data is from Full USPTO retrosynthesis dataset with 1.9M reactions from patents (1976-2016). The task is: Predict the reactants needed to synthesize the given product. Given the product [C:15]([NH:18][C:19]1[N:23]([C@@H:24]2[CH2:29][CH2:28][CH2:27][N:26]([C:30]([O:32][CH2:33][C:34]3[CH:39]=[CH:38][CH:37]=[CH:36][CH:35]=3)=[O:31])[CH2:25]2)[N:22]=[C:21]([C:40]2[CH:41]=[CH:42][C:43]([O:46][C:5]3[CH:4]=[CH:3][C:2]([Cl:1])=[CH:7][N:6]=3)=[CH:44][CH:45]=2)[C:20]=1[C:47]#[N:48])(=[O:17])[CH3:16], predict the reactants needed to synthesize it. The reactants are: [Cl:1][C:2]1[CH:3]=[CH:4][C:5](F)=[N:6][CH:7]=1.C([O-])([O-])=O.[Cs+].[Cs+].[C:15]([NH:18][C:19]1[N:23]([C@@H:24]2[CH2:29][CH2:28][CH2:27][N:26]([C:30]([O:32][CH2:33][C:34]3[CH:39]=[CH:38][CH:37]=[CH:36][CH:35]=3)=[O:31])[CH2:25]2)[N:22]=[C:21]([C:40]2[CH:45]=[CH:44][C:43]([OH:46])=[CH:42][CH:41]=2)[C:20]=1[C:47]#[N:48])(=[O:17])[CH3:16].